The task is: Predict the product of the given reaction.. This data is from Forward reaction prediction with 1.9M reactions from USPTO patents (1976-2016). (1) Given the reactants [OH-].[Na+:2].[CH:3]1[CH:8]=[N:7][CH:6]=[C:5]([CH2:9][C:10]([P:16]([OH:19])([OH:18])=[O:17])([P:12]([OH:15])([OH:14])=[O:13])[OH:11])[CH:4]=1.C(N(CC(O)=O)CC(O)=O)CN(CC(O)=O)CC(O)=O, predict the reaction product. The product is: [CH:3]1[CH:8]=[N:7][CH:6]=[C:5]([CH2:9][C:10]([P:12]([O-:14])([OH:15])=[O:13])([P:16]([OH:19])([OH:18])=[O:17])[OH:11])[CH:4]=1.[Na+:2]. (2) Given the reactants C([O:4][C:5]1[CH:22]=[CH:21][C:20]2[C@@H:19]3[C@H:10]([C@H:11]4[C@@:15]([CH2:17][C@H:18]3[O:23][C:24](=[O:26])[CH3:25])([CH3:16])[C:14](=[O:27])[CH2:13][CH2:12]4)[CH2:9][CH2:8][C:7]=2[CH:6]=1)(=O)C.C(=O)([O-])O.[Na+].O.Cl, predict the reaction product. The product is: [C:24]([O:23][C@@H:18]1[CH2:17][C@@:15]2([CH3:16])[C@@H:11]([CH2:12][CH2:13][C:14]2=[O:27])[C@H:10]2[C@H:19]1[C:20]1[CH:21]=[CH:22][C:5]([OH:4])=[CH:6][C:7]=1[CH2:8][CH2:9]2)(=[O:26])[CH3:25]. (3) Given the reactants [Cl:1][C:2]1[CH:3]=[C:4]([CH:8]=[C:9]([O:11][CH3:12])[N:10]=1)[C:5]([OH:7])=[O:6].S(=O)(=O)(O)O.[CH3:18]O, predict the reaction product. The product is: [CH3:18][O:6][C:5](=[O:7])[C:4]1[CH:8]=[C:9]([O:11][CH3:12])[N:10]=[C:2]([Cl:1])[CH:3]=1. (4) Given the reactants Cl[C:2]1[CH:7]=[CH:6][C:5]([N+:8]([O-:10])=[O:9])=[CH:4][N:3]=1.[CH:11]1([OH:15])[CH2:14][CH2:13][CH2:12]1.[H-].[Na+], predict the reaction product. The product is: [CH:11]1([O:15][C:2]2[CH:7]=[CH:6][C:5]([N+:8]([O-:10])=[O:9])=[CH:4][N:3]=2)[CH2:14][CH2:13][CH2:12]1.